From a dataset of Forward reaction prediction with 1.9M reactions from USPTO patents (1976-2016). Predict the product of the given reaction. (1) Given the reactants [Cl:1][C:2]1[CH:8]=[C:7]([F:9])[C:5]([NH2:6])=[C:4]([O:10][CH3:11])[C:3]=1[N+:12]([O-:14])=[O:13].C(N(CC)CC)C.[C:22](Cl)(Cl)=[S:23], predict the reaction product. The product is: [Cl:1][C:2]1[CH:8]=[C:7]([F:9])[C:5]([N:6]=[C:22]=[S:23])=[C:4]([O:10][CH3:11])[C:3]=1[N+:12]([O-:14])=[O:13]. (2) Given the reactants [CH3:1][O:2][C:3]([C:5]1[CH:6]=[CH:7][CH:8]=[C:9]2[C:14]=1[NH:13][C:12](=[O:15])[C:11]([CH3:17])([CH3:16])[NH:10]2)=[O:4].CN(C)C=O.[Br:23]C1C(=O)C(Br)=CC(Br)(Br)C=1.C(OCC)(=O)C, predict the reaction product. The product is: [Br:23][C:6]1[C:5]([C:3]([O:2][CH3:1])=[O:4])=[C:14]2[C:9]([NH:10][C:11]([CH3:17])([CH3:16])[C:12](=[O:15])[NH:13]2)=[CH:8][CH:7]=1. (3) Given the reactants C[O:2][C:3]([C:5]1[CH:10]=[CH:9][C:8]([NH:11][C:12]2[CH:13]=[N:14][C:15]([CH3:18])=[CH:16][CH:17]=2)=[CH:7][N:6]=1)=[O:4].[OH-].[Na+], predict the reaction product. The product is: [CH3:18][C:15]1[N:14]=[CH:13][C:12]([NH:11][C:8]2[CH:9]=[CH:10][C:5]([C:3]([OH:4])=[O:2])=[N:6][CH:7]=2)=[CH:17][CH:16]=1.